From a dataset of Catalyst prediction with 721,799 reactions and 888 catalyst types from USPTO. Predict which catalyst facilitates the given reaction. (1) Reactant: [CH:1]1([NH:4][CH:5]2[CH2:10][CH2:9][N:8]([C:11]3[O:15][N:14]=[C:13]([CH:16]([CH3:18])[CH3:17])[N:12]=3)[CH2:7][CH2:6]2)[CH2:3][CH2:2]1.[O:19]1[C:23]([C:24]2[N:25]=[CH:26][C:27]([C:30](O)=[O:31])=[N:28][CH:29]=2)=[CH:22][N:21]=[CH:20]1.F[P-](F)(F)(F)(F)F.ClC(N(C)C)=[N+](C)C. Product: [CH:1]1([N:4]([CH:5]2[CH2:10][CH2:9][N:8]([C:11]3[O:15][N:14]=[C:13]([CH:16]([CH3:18])[CH3:17])[N:12]=3)[CH2:7][CH2:6]2)[C:30]([C:27]2[CH:26]=[N:25][C:24]([C:23]3[O:19][CH:20]=[N:21][CH:22]=3)=[CH:29][N:28]=2)=[O:31])[CH2:2][CH2:3]1. The catalyst class is: 7. (2) Reactant: [CH2:1]([O:8][C:9]1[CH:14]=[CH:13][C:12]([NH:15][CH2:16][CH2:17][NH:18][CH:19]([CH:25]([CH3:27])[CH3:26])[C:20]([O:22][CH2:23][CH3:24])=[O:21])=[CH:11][CH:10]=1)[C:2]1[CH:7]=[CH:6][CH:5]=[CH:4][CH:3]=1.CCN(C(C)C)C(C)C.[C:37](Cl)(Cl)=[O:38]. Product: [CH2:1]([O:8][C:9]1[CH:14]=[CH:13][C:12]([N:15]2[CH2:16][CH2:17][N:18]([CH:19]([CH:25]([CH3:26])[CH3:27])[C:20]([O:22][CH2:23][CH3:24])=[O:21])[C:37]2=[O:38])=[CH:11][CH:10]=1)[C:2]1[CH:3]=[CH:4][CH:5]=[CH:6][CH:7]=1. The catalyst class is: 11. (3) Reactant: [Br:1][C:2]1[CH:7]=[CH:6][C:5]([C:8](=O)[CH2:9][NH:10][C:11]([C@H:13]2[N:18]3[C:19](=[O:36])[C@@H:20]([NH:25][C:26](=[O:35])[O:27][CH2:28][C:29]4[CH:34]=[CH:33][CH:32]=[CH:31][CH:30]=4)[CH2:21][CH2:22][C:23](=[O:24])[N:17]3[CH2:16][CH2:15][CH2:14]2)=O)=[CH:4][CH:3]=1.O1CCOCC1.C([O-])(=O)C.[NH4+:48]. The catalyst class is: 25. Product: [Br:1][C:2]1[CH:3]=[CH:4][C:5]([C:8]2[NH:48][C:11]([C@H:13]3[N:18]4[C:19](=[O:36])[C@@H:20]([NH:25][C:26](=[O:35])[O:27][CH2:28][C:29]5[CH:34]=[CH:33][CH:32]=[CH:31][CH:30]=5)[CH2:21][CH2:22][C:23](=[O:24])[N:17]4[CH2:16][CH2:15][CH2:14]3)=[N:10][CH:9]=2)=[CH:6][CH:7]=1. (4) Reactant: [Cl:1][C:2]1[CH:9]=[CH:8][C:5]([CH:6]=[O:7])=[CH:4][C:3]=1[F:10].[C-]#N.[Na+].[C:14]([O:18][CH2:19][CH3:20])(=[O:17])[CH:15]=[CH2:16].O. Product: [Cl:1][C:2]1[CH:9]=[CH:8][C:5]([C:6](=[O:7])[CH2:16][CH2:15][C:14]([O:18][CH2:19][CH3:20])=[O:17])=[CH:4][C:3]=1[F:10]. The catalyst class is: 9.